This data is from Forward reaction prediction with 1.9M reactions from USPTO patents (1976-2016). The task is: Predict the product of the given reaction. (1) Given the reactants [CH3:1][S:2]([CH2:5][C:6]1[CH:12]=[CH:11][C:9]([NH2:10])=[CH:8][CH:7]=1)(=[O:4])=[O:3].[I:13]N1C(=O)CCC1=O, predict the reaction product. The product is: [I:13][C:11]1[CH:12]=[C:6]([CH2:5][S:2]([CH3:1])(=[O:3])=[O:4])[CH:7]=[CH:8][C:9]=1[NH2:10]. (2) Given the reactants [N:1]1([C:7]2[CH:16]=[CH:15][CH:14]=[C:13]3[C:8]=2[C:9]([NH2:18])=[N:10][C:11]([NH2:17])=[N:12]3)[CH2:6][CH2:5][NH:4][CH2:3][CH2:2]1.[Cl:19][C:20]1[CH:28]=[C:27]([Cl:29])[CH:26]=[CH:25][C:21]=1[C:22](Cl)=[O:23], predict the reaction product. The product is: [NH2:17][C:11]1[N:10]=[C:9]([NH2:18])[C:8]2[C:13](=[CH:14][CH:15]=[CH:16][C:7]=2[N:1]2[CH2:6][CH2:5][N:4]([C:22]([C:21]3[CH:25]=[CH:26][C:27]([Cl:29])=[CH:28][C:20]=3[Cl:19])=[O:23])[CH2:3][CH2:2]2)[N:12]=1. (3) Given the reactants [CH:1]1([C:4]2[N:8](CC3C=CC4/C(=C(\C)/C#N)/C5C=CC=CC=5OCC=4C=3)[C:7]3[CH:29]=[CH:30][CH:31]=[C:32]([CH3:33])[C:6]=3[N:5]=2)[CH2:3]C1.[CH:34]1(C2NC3C(C)=CC=CC=3N=2)CC1, predict the reaction product. The product is: [CH2:1]([C:4]1[NH:5][C:6]2[C:32]([CH3:33])=[CH:31][C:30]([CH3:34])=[CH:29][C:7]=2[N:8]=1)[CH3:3]. (4) The product is: [OH:2][CH2:3][C:4]1[Se:8][C:7]([CH:9]=[O:10])=[CH:6][CH:5]=1. Given the reactants C[O:2][CH:3](OC)[C:4]1[Se:8][C:7]([CH:9]=[O:10])=[CH:6][CH:5]=1.C(OCC)(=O)C, predict the reaction product. (5) Given the reactants Cl.[NH2:2][C@@H:3]([CH2:17][CH2:18][CH3:19])[CH2:4][NH:5][C:6]([C:8]1[C:13]([NH2:14])=[N:12][C:11]([NH2:15])=[C:10]([Cl:16])[N:9]=1)=[O:7].[CH3:20][O:21][C:22]1[CH:27]=[CH:26][C:25]([CH2:28][CH2:29][CH:30]=O)=[CH:24][CH:23]=1.C(O[BH-](OC(=O)C)OC(=O)C)(=O)C.[Na+].[OH-].[Na+], predict the reaction product. The product is: [ClH:16].[CH3:20][O:21][C:22]1[CH:27]=[CH:26][C:25]([CH2:28][CH2:29][CH2:30][NH:2][C@@H:3]([CH2:17][CH2:18][CH3:19])[CH2:4][NH:5][C:6]([C:8]2[C:13]([NH2:14])=[N:12][C:11]([NH2:15])=[C:10]([Cl:16])[N:9]=2)=[O:7])=[CH:24][CH:23]=1. (6) The product is: [N:23]1([CH2:2][CH2:3][CH2:4][O:5][C:6]2[CH:11]=[CH:10][C:9](/[CH:12]=[CH:13]/[C:14]3[O:15][C:16]4[CH:22]=[CH:21][CH:20]=[CH:19][C:17]=4[N:18]=3)=[CH:8][CH:7]=2)[CH2:28][CH2:27][CH2:26][CH2:25][CH2:24]1. Given the reactants Cl[CH2:2][CH2:3][CH2:4][O:5][C:6]1[CH:11]=[CH:10][C:9](/[CH:12]=[CH:13]/[C:14]2[O:15][C:16]3[CH:22]=[CH:21][CH:20]=[CH:19][C:17]=3[N:18]=2)=[CH:8][CH:7]=1.[NH:23]1[CH2:28][CH2:27][CH2:26][CH2:25][CH2:24]1.Cl, predict the reaction product. (7) Given the reactants [NH2:1][CH2:2][CH:3]([OH:7])/[CH:4]=[CH:5]/[CH3:6].C(N(C(C)C)CC)(C)C.[CH3:17][O:18][C:19](Cl)=[O:20].O, predict the reaction product. The product is: [CH3:17][O:18][C:19](=[O:20])[NH:1][CH2:2][CH:3]([OH:7])/[CH:4]=[CH:5]/[CH3:6]. (8) Given the reactants [CH2:1]([N:5]1[C:13]([N:14]2[CH2:19][CH2:18][NH:17][C@@H:16]([CH3:20])[CH2:15]2)=[N:12][C:11]2[C:6]1=[N:7][C:8]([C:27]1[CH:28]=[N:29][C:30]([NH2:33])=[N:31][CH:32]=1)=[N:9][C:10]=2[N:21]1[CH2:26][CH2:25][O:24][CH2:23][CH2:22]1)[CH:2]([CH3:4])[CH3:3].C(N(CC)CC)C.[S:41](Cl)([CH3:44])(=[O:43])=[O:42], predict the reaction product. The product is: [CH2:1]([N:5]1[C:13]([N:14]2[CH2:19][CH2:18][N:17]([S:41]([CH3:44])(=[O:43])=[O:42])[C@@H:16]([CH3:20])[CH2:15]2)=[N:12][C:11]2[C:6]1=[N:7][C:8]([C:27]1[CH:32]=[N:31][C:30]([NH2:33])=[N:29][CH:28]=1)=[N:9][C:10]=2[N:21]1[CH2:26][CH2:25][O:24][CH2:23][CH2:22]1)[CH:2]([CH3:4])[CH3:3].